Dataset: Forward reaction prediction with 1.9M reactions from USPTO patents (1976-2016). Task: Predict the product of the given reaction. Given the reactants [N:1]1[CH:6]=[CH:5][CH:4]=[C:3]([NH:7][C:8](=[O:15])OCC(Cl)(Cl)Cl)[N:2]=1.Cl.Cl.[F:18][C:19]1[CH:20]=[C:21]([C:26]2[CH:31]=[CH:30][N:29]=[C:28]([N:32]3[CH2:37][CH2:36][NH:35][CH2:34][CH2:33]3)[N:27]=2)[CH:22]=[CH:23][C:24]=1[F:25], predict the reaction product. The product is: [F:18][C:19]1[CH:20]=[C:21]([C:26]2[CH:31]=[CH:30][N:29]=[C:28]([N:32]3[CH2:37][CH2:36][N:35]([C:8]([NH:7][C:3]4[N:2]=[N:1][CH:6]=[CH:5][CH:4]=4)=[O:15])[CH2:34][CH2:33]3)[N:27]=2)[CH:22]=[CH:23][C:24]=1[F:25].